From a dataset of Catalyst prediction with 721,799 reactions and 888 catalyst types from USPTO. Predict which catalyst facilitates the given reaction. (1) Reactant: [NH2:1][CH2:2][C:3]1[C:4]([F:23])=[C:5]([O:10][C:11]2[CH:12]=[C:13]([CH:16]=[C:17]([C:19]([F:22])([F:21])[F:20])[CH:18]=2)[C:14]#[N:15])[C:6]([Cl:9])=[CH:7][CH:8]=1.[Cl:24][C:25]1[N:26]=[C:27]([CH2:33][CH3:34])[NH:28][C:29]=1[C:30](O)=[O:31].CN(C(ON1N=NC2C=CC=NC1=2)=[N+](C)C)C.F[P-](F)(F)(F)(F)F.C(N(C(C)C)CC)(C)C. Product: [Cl:24][C:25]1[N:26]=[C:27]([CH2:33][CH3:34])[NH:28][C:29]=1[C:30]([NH:1][CH2:2][C:3]1[CH:8]=[CH:7][C:6]([Cl:9])=[C:5]([O:10][C:11]2[CH:18]=[C:17]([C:19]([F:22])([F:20])[F:21])[CH:16]=[C:13]([C:14]#[N:15])[CH:12]=2)[C:4]=1[F:23])=[O:31]. The catalyst class is: 39. (2) Reactant: [C:1]1([CH2:7][N:8]2[C:18](=[O:19])[C:17]3[C:12](=[CH:13][CH:14]=[CH:15][CH:16]=3)[S:9]2(=[O:11])=[O:10])[CH:6]=[CH:5]C=CC=1.S1(C2C(=CC=CC=2)C(=O)N1)(=O)=O.[H-].[Na+].[O:34](CCCCBr)[C:35]1[CH:40]=[CH:39][CH:38]=[CH:37][CH:36]=1. Product: [O:34]([CH2:5][CH2:6][CH2:1][CH2:7][N:8]1[C:18](=[O:19])[C:17]2[C:12](=[CH:13][CH:14]=[CH:15][CH:16]=2)[S:9]1(=[O:10])=[O:11])[C:35]1[CH:40]=[CH:39][CH:38]=[CH:37][CH:36]=1. The catalyst class is: 3. (3) Reactant: [CH3:1][N:2]1[C:6]([NH:7][C:8]([C:21]2[CH:26]=[CH:25][CH:24]=[CH:23][CH:22]=2)([C:15]2[CH:20]=[CH:19][CH:18]=[CH:17][CH:16]=2)[C:9]2[CH:14]=[CH:13][CH:12]=[CH:11][CH:10]=2)=[C:5]([NH:27][CH:28]=[O:29])[CH:4]=[N:3]1.[H-].[Na+].Br[CH2:33][CH2:34][CH2:35][NH:36][C:37]([C:50]1[CH:55]=[CH:54][CH:53]=[CH:52][CH:51]=1)([C:44]1[CH:49]=[CH:48][CH:47]=[CH:46][CH:45]=1)[C:38]1[CH:43]=[CH:42][CH:41]=[CH:40][CH:39]=1.[I-].[Na+]. Product: [CH3:1][N:2]1[C:6]([NH:7][C:8]([C:15]2[CH:20]=[CH:19][CH:18]=[CH:17][CH:16]=2)([C:21]2[CH:22]=[CH:23][CH:24]=[CH:25][CH:26]=2)[C:9]2[CH:10]=[CH:11][CH:12]=[CH:13][CH:14]=2)=[C:5]([N:27]([CH2:33][CH2:34][CH2:35][NH:36][C:37]([C:50]2[CH:55]=[CH:54][CH:53]=[CH:52][CH:51]=2)([C:38]2[CH:39]=[CH:40][CH:41]=[CH:42][CH:43]=2)[C:44]2[CH:49]=[CH:48][CH:47]=[CH:46][CH:45]=2)[CH:28]=[O:29])[CH:4]=[N:3]1. The catalyst class is: 18.